Task: Regression. Given a peptide amino acid sequence and an MHC pseudo amino acid sequence, predict their binding affinity value. This is MHC class II binding data.. Dataset: Peptide-MHC class II binding affinity with 134,281 pairs from IEDB (1) The peptide sequence is ASVIPPARLFKAFVL. The MHC is DRB1_1302 with pseudo-sequence DRB1_1302. The binding affinity (normalized) is 0.397. (2) The peptide sequence is VDSGAQLGELYYAIH. The MHC is HLA-DQA10301-DQB10302 with pseudo-sequence HLA-DQA10301-DQB10302. The binding affinity (normalized) is 0.320. (3) The binding affinity (normalized) is 0.711. The MHC is DRB1_0101 with pseudo-sequence DRB1_0101. The peptide sequence is KKTFDHTLMSIVSSL. (4) The peptide sequence is GIQTLMGRLEDGSPR. The MHC is DRB5_0101 with pseudo-sequence DRB5_0101. The binding affinity (normalized) is 0.0944. (5) The peptide sequence is YANYRDIDLGRNEVV. The MHC is HLA-DPA10201-DPB10501 with pseudo-sequence HLA-DPA10201-DPB10501. The binding affinity (normalized) is 0.